From a dataset of Forward reaction prediction with 1.9M reactions from USPTO patents (1976-2016). Predict the product of the given reaction. (1) Given the reactants Cl.[O:2]1[CH2:7][CH2:6][N:5]([C:8]2[CH:13]=[C:12]([C:14]3[C:27]4[O:26][C:25]5[C:20](=[CH:21][C:22]([NH:28][CH:29]6[CH2:34][CH2:33][NH:32][CH2:31][CH2:30]6)=[CH:23][CH:24]=5)[CH2:19][C:18]=4[CH:17]=[CH:16][CH:15]=3)[NH:11][C:10](=[O:35])[CH:9]=2)[CH2:4][CH2:3]1.C(=O)([O-])O.[Na+].Br[CH2:42][C:43]#[N:44], predict the reaction product. The product is: [O:2]1[CH2:7][CH2:6][N:5]([C:8]2[CH:13]=[C:12]([C:14]3[CH:15]=[CH:16][CH:17]=[C:18]4[C:27]=3[O:26][C:25]3[CH:24]=[CH:23][C:22]([NH:28][CH:29]5[CH2:30][CH2:31][N:32]([CH2:42][C:43]#[N:44])[CH2:33][CH2:34]5)=[CH:21][C:20]=3[CH2:19]4)[NH:11][C:10](=[O:35])[CH:9]=2)[CH2:4][CH2:3]1. (2) Given the reactants [F:1][C:2]1[CH:3]=[C:4]([CH2:26][N:27]2[CH2:30][C:29](O)([C:31]([O:33][CH3:34])=[O:32])[CH2:28]2)[CH:5]=[CH:6][C:7]=1[C:8]1[S:9][C:10]2[C:15]([N:16]=1)=[CH:14][CH:13]=[C:12]([C:17]1([C:20]3[CH:25]=[CH:24][CH:23]=[CH:22][CH:21]=3)[CH2:19][CH2:18]1)[N:11]=2.CCN(S(F)(F)[F:42])CC, predict the reaction product. The product is: [F:42][C:29]1([C:31]([O:33][CH3:34])=[O:32])[CH2:28][N:27]([CH2:26][C:4]2[CH:5]=[CH:6][C:7]([C:8]3[S:9][C:10]4[C:15]([N:16]=3)=[CH:14][CH:13]=[C:12]([C:17]3([C:20]5[CH:25]=[CH:24][CH:23]=[CH:22][CH:21]=5)[CH2:19][CH2:18]3)[N:11]=4)=[C:2]([F:1])[CH:3]=2)[CH2:30]1. (3) Given the reactants Cl[C:2]1[N:7]=[CH:6][N:5]=[C:4]([NH:8][C:9]2[C:14]3=[CH:15][N:16]([C:18]4[C:23]([Cl:24])=[CH:22][CH:21]=[CH:20][C:19]=4[Cl:25])[N:17]=[C:13]3[CH:12]=[CH:11][N:10]=2)[CH:3]=1.[CH3:26][NH2:27], predict the reaction product. The product is: [Cl:24][C:23]1[CH:22]=[CH:21][CH:20]=[C:19]([Cl:25])[C:18]=1[N:16]1[CH:15]=[C:14]2[C:9]([NH:8][C:4]3[CH:3]=[C:2]([NH:27][CH3:26])[N:7]=[CH:6][N:5]=3)=[N:10][CH:11]=[CH:12][C:13]2=[N:17]1. (4) Given the reactants [Cl:1][C:2]1[CH:7]=[CH:6][C:5]([C@H:8]([NH:10][C:11]([NH:13][C:14]2[N:19]=[CH:18][C:17]3[C:20]([C:23]4[CH:28]=[CH:27][N:26]=[C:25]([CH3:29])[CH:24]=4)=[N:21][NH:22][C:16]=3[CH:15]=2)=[O:12])[CH3:9])=[CH:4][CH:3]=1.C1C(=O)N([Br:37])C(=O)C1.[O-]S([O-])(=S)=O.[Na+].[Na+], predict the reaction product. The product is: [Br:37][C:15]1[C:16]2[NH:22][N:21]=[C:20]([C:23]3[CH:28]=[CH:27][N:26]=[C:25]([CH3:29])[CH:24]=3)[C:17]=2[CH:18]=[N:19][C:14]=1[NH:13][C:11]([NH:10][C@@H:8]([C:5]1[CH:6]=[CH:7][C:2]([Cl:1])=[CH:3][CH:4]=1)[CH3:9])=[O:12]. (5) Given the reactants [NH2:1][C:2]([C@H:4]1[CH2:8][CH2:7][C@@H:6]([C:9]2[CH:14]=[CH:13][C:12]([O:15][CH2:16][C:17]3[CH:22]=[CH:21][CH:20]=[CH:19][CH:18]=3)=[CH:11][CH:10]=2)[N:5]1C(OC(C)(C)C)=O)=[O:3].C([Cl:33])(=O)C, predict the reaction product. The product is: [ClH:33].[C:17]1([CH2:16][O:15][C:12]2[CH:13]=[CH:14][C:9]([C@H:6]3[NH:5][C@@H:4]([C:2]([NH2:1])=[O:3])[CH2:8][CH2:7]3)=[CH:10][CH:11]=2)[CH:18]=[CH:19][CH:20]=[CH:21][CH:22]=1.